This data is from Experimentally validated miRNA-target interactions with 360,000+ pairs, plus equal number of negative samples. The task is: Binary Classification. Given a miRNA mature sequence and a target amino acid sequence, predict their likelihood of interaction. (1) The miRNA is rno-miR-485-5p with sequence AGAGGCUGGCCGUGAUGAAUUC. The protein sequence of the target gene is MAMSSFLINSNYVDPKFPPCEEYSQSDYLPSDHSPGYYAGGQRRESGFQPEAAFGRRAPCTVQRYAACRDPGPPPPPPPPPPPPPPGLSPRAPVQPTAGALLPEPGQRSEAVSSSPPPPPCAQNPLHPSPSHSACKEPVVYPWMRKVHVSTVNPNYAGGEPKRSRTAYTRQQVLELEKEFHYNRYLTRRRRVEIAHALCLSERQIKIWFQNRRMKWKKDHKLPNTKIRSGGTAGAAGGPPGRPNGGPPAL. Result: 0 (no interaction). (2) The miRNA is hsa-miR-4783-5p with sequence GGCGCGCCCAGCUCCCGGGCU. The protein sequence of the target gene is MPPGKVLQPVLKMKVDELFLYWLSEASTQRMLQDCLRRIKAPGRDQPTPGDGEQPGAWPTAPLAAPRPSGLEPPGTPGPGPALPLGAASSPRNAPHVRGTRRSAGTRVVQTRKEEPLPPATSQSIPTFYFPRGRPQDSVNVDAVISKIESTFARFPHERATMDDMGLVAKACGCPLYWKGPLFYGAGGERTGSVSVHKFVAMWRKILQNCHDDAAKFVHLLMSPGCNYLVQEDFVPFLQDVVNTHPGLSFLKEASEFHSRYITTVIQRIFYAVNRSWSGRITCAELRRSSFLQNVALLEE.... Result: 0 (no interaction). (3) The miRNA is hsa-miR-6749-3p with sequence CUCCUCCCCUGCCUGGCCCAG. The protein sequence of the target gene is MAQPPRLSRSGASSLWDPASPAPTSGPRPRLWEGQDVLARWTDGLLYLGTIKKVDSAREVCLVQFEDDSQFLVLWKDISPAALPGEELLCCVCRSETVVPGNRLVSCEKCRHAYHQDCHVPRAPAPGEGEGTSWVCRQCVFAIATKRGGALKKGPYARAMLGMKLSLPYGLKGLDWDAGHLSNRQQSYCYCGGPGEWNLKMLQCRSCLQWFHEACTQCLSKPLLYGDRFYEFECCVCRGGPEKVRRLQLRWVDVAHLVLYHLSVCCKKKYFDFDREILPFTSENWDSLLLGELSDTPKGE.... Result: 1 (interaction). (4) The miRNA is hsa-miR-5704 with sequence UUAGGCCAUCAUCCCAUUAUGC. The protein sequence of the target gene is MAVPPSAPQPRASFHLRRHTPCPQCSWGMEEKAAASASCREPPGPPRAAAVAYFGISVDPDDILPGALRLIQELRPHWKPEQVRTKRFTDGITNKLVACYVEEDMQDCVLVRVYGERTELLVDRENEVRNFQLLRAHSCAPKLYCTFQNGLCYEYMQGVALEPEHIREPRLFRLIALEMAKIHTIHANGSLPKPILWHKMHNYFTLVKNEINPSLSADVPKVEVLERELAWLKEHLSQLESPVVFCHNDLLCKNIIYDSIKGHVRFIDYEYAGYNYQAFDIGNHFNEFAGVNEVDYCLYP.... Result: 0 (no interaction). (5) The miRNA is hsa-miR-802 with sequence CAGUAACAAAGAUUCAUCCUUGU. The protein sequence of the target gene is MSTGTFVVSQPLNYRGGARVEPADASGTEKAFEPATGRVIATFTCSGEKEVNLAVQNAKAAFKIWSQKSGMERCRILLEAARIIREREDEIATMECINNGKSIFEARLDIDISWQCLEYYAGLAASMAGEHIQLPGGSFGYTRREPLGVCVGIGAWNYPFQIASWKSAPALACGNAMVFKPSPFTPVSALLLAEIYSEAGVPPGLFNVVQGGAATGQFLCQHPDVAKVSFTGSVPTGMKIMEMSAKGIKPVTLELGGKSPLIIFSDCDMNNAVKGALMANFLTQGQVCCNGTRVFVQKEI.... Result: 1 (interaction). (6) The miRNA is hsa-miR-887-5p with sequence CUUGGGAGCCCUGUUAGACUC. The protein sequence of the target gene is MFFGGEGSLTYTLVIICFLTLRLSASQNCLKKSLEDVVIDIQSSLSKGIRGNEPVYTSTQEDCINSCCSTKNISGDKACNLMIFDTRKTARQPNCYLFFCPNEEACPLKPAKGLMSYRIITDFPSLTRNLPSQELPQEDSLLHGQFSQAVTPLAHHHTDYSKPTDISWRDTLSQKFGSSDHLEKLFKMDEASAQLLAYKEKGHSQSSQFSSDQEIAHLLPENVSALPATVAVASPHTTSATPKPATLLPTNASVTPSGTSQPQLATTAPPVTTVTSQPPTTLISTVFTRAAATLQAMATT.... Result: 1 (interaction). (7) The miRNA is hsa-miR-6084 with sequence UUCCGCCAGUCGGUGGCCGG. The protein sequence of the target gene is MAAVLESLLREEVSVAAVVRWIARSTQGSEDNAGEAAALSSLRALRKEFVPFLLNFLREQSSRVLPQGPPTPAKTPGASAALPGRPGGPPRGSRGARSQLFPPTEAQSTAAEAPLARRGGRRRGPGPARERGGRGLEEGVSGESLPGAGGRRLRGSGSPSRPSLTLSDPPNLSNLEEFPPVGSVPPGPTGTKPSRRINPTPVSEERSLSKPKTCFTSPPISCVPSSQPSALDTSPWGLGLPPGCRSLQEEREMLRKERSKQLQQSPTPTCPTPELGSPLPSRTGSLTDEPADPARVSSRQ.... Result: 0 (no interaction). (8) The miRNA is hsa-miR-152-3p with sequence UCAGUGCAUGACAGAACUUGG. The protein sequence of the target gene is MSLLDCFCTSRTQVESLRPEKQSETSIHQYLVDEPTLSWSRPSTRASEVLCSTNVSHYELQVEIGRGFDNLTSVHLARHTPTGTLVTIKITNLENCNEERLKALQKAVILSHFFRHPNITTYWTVFTVGSWLWVISPFMAYGSASQLLRTYFPEGMSETLIRNILFGAVRGLNYLHQNGCIHRSIKASHILISGDGLVTLSGLSHLHSLVKHGQRHRAVYDFPQFSTSVQPWLSPELLRQDLHGYNVKSDIYSVGITACELASGQVPFQDMHRTQMLLQKLKGPPYSPLDISIFPQSESR.... Result: 1 (interaction).